This data is from Forward reaction prediction with 1.9M reactions from USPTO patents (1976-2016). The task is: Predict the product of the given reaction. (1) Given the reactants [CH3:1][C:2]1[C:8]([CH3:9])=[CH:7][C:5]([NH2:6])=[C:4]([N+:10]([O-:12])=[O:11])[CH:3]=1.[H-].[Na+].Br[CH2:16][CH2:17][CH2:18][C:19]1[CH:24]=[CH:23][CH:22]=[CH:21][CH:20]=1, predict the reaction product. The product is: [CH3:1][C:2]1[C:8]([CH3:9])=[CH:7][C:5]([NH:6][CH2:16][CH2:17][CH2:18][C:19]2[CH:24]=[CH:23][CH:22]=[CH:21][CH:20]=2)=[C:4]([N+:10]([O-:12])=[O:11])[CH:3]=1. (2) Given the reactants [CH:1]([O:4][C:5]1[CH:12]=[CH:11][C:10](B2OC(C)(C)C(C)(C)O2)=[CH:9][C:6]=1[C:7]#[N:8])([CH3:3])[CH3:2].Br[C:23]1[N:27]=[C:26]([C:28]2[CH:36]=[CH:35][CH:34]=[C:33]3[C:29]=2[CH2:30][CH2:31][C@@H:32]3[NH:37][C:38](=[O:44])[O:39][C:40]([CH3:43])([CH3:42])[CH3:41])[S:25][N:24]=1.N#N, predict the reaction product. The product is: [C:7]([C:6]1[CH:9]=[C:10]([C:23]2[N:27]=[C:26]([C:28]3[CH:36]=[CH:35][CH:34]=[C:33]4[C:29]=3[CH2:30][CH2:31][C@@H:32]4[NH:37][C:38](=[O:44])[O:39][C:40]([CH3:42])([CH3:41])[CH3:43])[S:25][N:24]=2)[CH:11]=[CH:12][C:5]=1[O:4][CH:1]([CH3:2])[CH3:3])#[N:8]. (3) Given the reactants Cl.Cl.[NH2:3][C@H:4]1[CH2:9][CH2:8][C@H:7]([CH2:10][CH2:11][N:12]2[CH2:17][CH2:16][CH:15]([C:18]([C:20]3[CH:25]=[CH:24][C:23]([Cl:26])=[CH:22][CH:21]=3)=[O:19])[CH2:14][CH2:13]2)[CH2:6][CH2:5]1.[N:27]1([C:33]2[CH:41]=[CH:40][C:36]([C:37](O)=[O:38])=[CH:35][CH:34]=2)[CH2:32][CH2:31][O:30][CH2:29][CH2:28]1, predict the reaction product. The product is: [Cl:26][C:23]1[CH:24]=[CH:25][C:20]([C:18]([CH:15]2[CH2:14][CH2:13][N:12]([CH2:11][CH2:10][C@H:7]3[CH2:8][CH2:9][C@H:4]([NH:3][C:37](=[O:38])[C:36]4[CH:35]=[CH:34][C:33]([N:27]5[CH2:32][CH2:31][O:30][CH2:29][CH2:28]5)=[CH:41][CH:40]=4)[CH2:5][CH2:6]3)[CH2:17][CH2:16]2)=[O:19])=[CH:21][CH:22]=1. (4) Given the reactants [F:1][C:2]1[C:7]([F:8])=[C:6]([OH:9])[CH:5]=[CH:4][C:3]=1[CH2:10][CH2:11][C:12]([C:14]1[S:15][C:16]([C:19]2[CH:24]=[CH:23][C:22]([C:25]([F:28])([F:27])[F:26])=[CH:21][CH:20]=2)=[CH:17][CH:18]=1)=[O:13].Br[C:30]([CH3:39])([CH3:38])[C:31]([O:33][C:34]([CH3:37])([CH3:36])[CH3:35])=[O:32], predict the reaction product. The product is: [F:8][C:7]1[C:2]([F:1])=[C:3]([CH2:10][CH2:11][C:12](=[O:13])[C:14]2[S:15][C:16]([C:19]3[CH:24]=[CH:23][C:22]([C:25]([F:27])([F:28])[F:26])=[CH:21][CH:20]=3)=[CH:17][CH:18]=2)[CH:4]=[CH:5][C:6]=1[O:9][C:30]([CH3:39])([CH3:38])[C:31]([O:33][C:34]([CH3:37])([CH3:36])[CH3:35])=[O:32]. (5) The product is: [S:9]1[CH:13]=[CH:12][CH:11]=[C:10]1/[CH:2]=[C:3]1/[CH:4]=[CH:5][C:6](=[O:8])[O:7]/1. Given the reactants Br[CH:2]=[C:3]1[O:7][C:6](=[O:8])[CH:5]=[CH:4]1.[S:9]1[CH:13]=[CH:12][CH:11]=[C:10]1B(O)O.[F-].[Cs+], predict the reaction product. (6) The product is: [CH:1]1([CH2:4][CH:5]([C:10]2[CH:11]=[C:12]([C:22]3[CH:27]=[CH:26][C:25]([C:28]([F:29])([F:30])[F:31])=[CH:24][CH:23]=3)[CH:13]=[C:14]([O:16][CH2:17][C:18]([F:20])([F:21])[F:19])[CH:15]=2)[C:6]([OH:8])=[O:7])[CH2:3][CH2:2]1. Given the reactants [CH:1]1([CH2:4][CH:5]([C:10]2[CH:11]=[C:12]([C:22]3[CH:27]=[CH:26][C:25]([C:28]([F:31])([F:30])[F:29])=[CH:24][CH:23]=3)[CH:13]=[C:14]([O:16][CH2:17][C:18]([F:21])([F:20])[F:19])[CH:15]=2)[C:6]([O:8]C)=[O:7])[CH2:3][CH2:2]1.O.[OH-].[Li+], predict the reaction product. (7) Given the reactants [ClH:1].C(OC(CNCC[C:13]([O:15][CH2:16][C:17]1[CH:22]=[C:21]([F:23])[C:20]([F:24])=[CH:19][C:18]=1[C:25]1[CH:26]=[C:27]2[C:32](=[CH:33][CH:34]=1)[N:31]=[C:30]([NH2:35])[N:29]=[C:28]2[C:36]([N:38]1[CH2:46][C:45]2[C:40](=[CH:41][CH:42]=[CH:43][CH:44]=2)[CH2:39]1)=[O:37])=[O:14])=O)(C)(C)C, predict the reaction product. The product is: [ClH:1].[ClH:1].[NH2:29][C@H:28]([CH2:36][OH:37])[C:13]([O:15][CH2:16][C:17]1[CH:22]=[C:21]([F:23])[C:20]([F:24])=[CH:19][C:18]=1[C:25]1[CH:26]=[C:27]2[C:32](=[CH:33][CH:34]=1)[N:31]=[C:30]([NH2:35])[N:29]=[C:28]2[C:36]([N:38]1[CH2:46][C:45]2[C:40](=[CH:41][CH:42]=[CH:43][CH:44]=2)[CH2:39]1)=[O:37])=[O:14]. (8) Given the reactants [F:1][C:2]([F:30])([C:16]1[CH:17]=[C:18]2[C:23](=[CH:24][CH:25]=1)[C:22]([CH3:27])([CH3:26])[CH2:21][CH2:20][C:19]2([CH3:29])[CH3:28])[C:3]([NH:5][C:6]1[CH:7]=[C:8]([CH:13]=[CH:14][CH:15]=1)[C:9]([O:11]C)=[O:10])=[O:4].O.[OH-].[K+], predict the reaction product. The product is: [F:1][C:2]([F:30])([C:16]1[CH:17]=[C:18]2[C:23](=[CH:24][CH:25]=1)[C:22]([CH3:26])([CH3:27])[CH2:21][CH2:20][C:19]2([CH3:29])[CH3:28])[C:3]([NH:5][C:6]1[CH:7]=[C:8]([CH:13]=[CH:14][CH:15]=1)[C:9]([OH:11])=[O:10])=[O:4]. (9) Given the reactants Br[C:2]1[CH:7]=[C:6]([F:8])[C:5]([F:9])=[CH:4][C:3]=1[CH2:10][OH:11].CC1(C)C(C)(C)OB([C:20]2[CH:21]=[CH:22][C:23]([C:26]([NH:28][CH2:29][CH2:30][C:31]([O:33][CH2:34][CH3:35])=[O:32])=[O:27])=[N:24][CH:25]=2)O1.C([O-])([O-])=O.[K+].[K+].O, predict the reaction product. The product is: [F:9][C:5]1[C:6]([F:8])=[CH:7][C:2]([C:20]2[CH:21]=[CH:22][C:23]([C:26]([NH:28][CH2:29][CH2:30][C:31]([O:33][CH2:34][CH3:35])=[O:32])=[O:27])=[N:24][CH:25]=2)=[C:3]([CH2:10][OH:11])[CH:4]=1. (10) Given the reactants [CH2:1]([N:8]1[C:14](=O)[C:13]2[CH:16]=[CH:17][C:18]([O:20][C:21]3[CH:26]=[CH:25][C:24]([Cl:27])=[CH:23][CH:22]=3)=[N:19][C:12]=2[O:11][CH2:10][CH2:9]1)[C:2]1[CH:7]=[CH:6][CH:5]=[CH:4][CH:3]=1.[OH-].[Na+].[Cl-].[NH4+].O, predict the reaction product. The product is: [CH2:1]([N:8]1[CH2:14][C:13]2[CH:16]=[CH:17][C:18]([O:20][C:21]3[CH:22]=[CH:23][C:24]([Cl:27])=[CH:25][CH:26]=3)=[N:19][C:12]=2[O:11][CH2:10][CH2:9]1)[C:2]1[CH:7]=[CH:6][CH:5]=[CH:4][CH:3]=1.